Dataset: Forward reaction prediction with 1.9M reactions from USPTO patents (1976-2016). Task: Predict the product of the given reaction. Given the reactants [OH:1][CH2:2][CH:3]1[C:31]2[C:26](=[CH:27][CH:28]=[CH:29][CH:30]=2)[O:25][C:5]2([CH2:10][CH2:9][N:8]([C:11]([C:13]3[CH:18]=[CH:17][C:16]([O:19][CH:20]([CH3:22])[CH3:21])=[C:15]([O:23][CH3:24])[CH:14]=3)=[O:12])[CH2:7][CH2:6]2)[CH2:4]1.[CH3:32]C(OI1(OC(C)=O)(OC(C)=O)OC(=O)C2C=CC=CC1=2)=O.C[Mg]Cl, predict the reaction product. The product is: [OH:1][CH:2]([CH:3]1[C:31]2[C:26](=[CH:27][CH:28]=[CH:29][CH:30]=2)[O:25][C:5]2([CH2:10][CH2:9][N:8]([C:11]([C:13]3[CH:18]=[CH:17][C:16]([O:19][CH:20]([CH3:21])[CH3:22])=[C:15]([O:23][CH3:24])[CH:14]=3)=[O:12])[CH2:7][CH2:6]2)[CH2:4]1)[CH3:32].